From a dataset of NCI-60 drug combinations with 297,098 pairs across 59 cell lines. Regression. Given two drug SMILES strings and cell line genomic features, predict the synergy score measuring deviation from expected non-interaction effect. (1) Drug 1: C1=CC(=CC=C1CCCC(=O)O)N(CCCl)CCCl. Drug 2: N.N.Cl[Pt+2]Cl. Cell line: RXF 393. Synergy scores: CSS=16.6, Synergy_ZIP=-3.57, Synergy_Bliss=1.37, Synergy_Loewe=0.184, Synergy_HSA=2.26. (2) Drug 1: CCN(CC)CCNC(=O)C1=C(NC(=C1C)C=C2C3=C(C=CC(=C3)F)NC2=O)C. Drug 2: C1=NC2=C(N1)C(=S)N=CN2. Cell line: MDA-MB-231. Synergy scores: CSS=58.0, Synergy_ZIP=-8.69, Synergy_Bliss=-8.94, Synergy_Loewe=-9.14, Synergy_HSA=-5.15. (3) Drug 1: CN1C(=O)N2C=NC(=C2N=N1)C(=O)N. Drug 2: COC1=NC(=NC2=C1N=CN2C3C(C(C(O3)CO)O)O)N. Cell line: SK-MEL-5. Synergy scores: CSS=8.45, Synergy_ZIP=2.43, Synergy_Bliss=-0.136, Synergy_Loewe=-2.30, Synergy_HSA=-0.665. (4) Drug 1: CCC(=C(C1=CC=CC=C1)C2=CC=C(C=C2)OCCN(C)C)C3=CC=CC=C3.C(C(=O)O)C(CC(=O)O)(C(=O)O)O. Drug 2: C1=NC2=C(N=C(N=C2N1C3C(C(C(O3)CO)O)F)Cl)N. Cell line: HCT-15. Synergy scores: CSS=-0.944, Synergy_ZIP=0.602, Synergy_Bliss=5.19, Synergy_Loewe=-5.98, Synergy_HSA=1.20. (5) Drug 1: CC(C1=C(C=CC(=C1Cl)F)Cl)OC2=C(N=CC(=C2)C3=CN(N=C3)C4CCNCC4)N. Drug 2: CC1=C(C(=O)C2=C(C1=O)N3CC4C(C3(C2COC(=O)N)OC)N4)N. Cell line: A498. Synergy scores: CSS=29.1, Synergy_ZIP=2.05, Synergy_Bliss=7.19, Synergy_Loewe=3.81, Synergy_HSA=6.50. (6) Drug 1: CCC(=C(C1=CC=CC=C1)C2=CC=C(C=C2)OCCN(C)C)C3=CC=CC=C3.C(C(=O)O)C(CC(=O)O)(C(=O)O)O. Drug 2: C#CCC(CC1=CN=C2C(=N1)C(=NC(=N2)N)N)C3=CC=C(C=C3)C(=O)NC(CCC(=O)O)C(=O)O. Cell line: HT29. Synergy scores: CSS=49.8, Synergy_ZIP=0.299, Synergy_Bliss=-2.93, Synergy_Loewe=-15.5, Synergy_HSA=-3.91. (7) Drug 1: C1=C(C(=O)NC(=O)N1)N(CCCl)CCCl. Drug 2: C1=CC(=CC=C1C#N)C(C2=CC=C(C=C2)C#N)N3C=NC=N3. Cell line: DU-145. Synergy scores: CSS=10.8, Synergy_ZIP=0.838, Synergy_Bliss=1.65, Synergy_Loewe=0.711, Synergy_HSA=0.679.